From a dataset of CYP3A4 inhibition data for predicting drug metabolism from PubChem BioAssay. Regression/Classification. Given a drug SMILES string, predict its absorption, distribution, metabolism, or excretion properties. Task type varies by dataset: regression for continuous measurements (e.g., permeability, clearance, half-life) or binary classification for categorical outcomes (e.g., BBB penetration, CYP inhibition). Dataset: cyp3a4_veith. The molecule is C=CCNC(=O)C1CCN(S(=O)(=O)CC)CC1. The result is 0 (non-inhibitor).